Dataset: Full USPTO retrosynthesis dataset with 1.9M reactions from patents (1976-2016). Task: Predict the reactants needed to synthesize the given product. (1) Given the product [CH:15]1[C:14]2[N:13]([CH2:10][CH2:11][CH2:12][S:8][C:1](=[O:9])[C:2]3[CH:7]=[CH:6][CH:5]=[CH:4][CH:3]=3)[C:25]3[C:20](=[CH:21][CH:22]=[CH:23][CH:24]=3)[C:19]=2[CH:18]=[CH:17][CH:16]=1, predict the reactants needed to synthesize it. The reactants are: [C:1]([OH:9])(=[S:8])[C:2]1[CH:7]=[CH:6][CH:5]=[CH:4][CH:3]=1.[CH2:10]([N:13]1[C:25]2[CH:24]=[CH:23][CH:22]=[CH:21][C:20]=2[C:19]2[C:14]1=[CH:15][CH:16]=[CH:17][CH:18]=2)[CH:11]=[CH2:12].C(=O)(O)[O-].[Na+]. (2) Given the product [CH2:18]([O:20][C:21](=[O:34])[CH2:22][N:23]1[C:31]2[C:26](=[CH:27][CH:28]=[CH:29][CH:30]=2)[C:25]([OH:32])([C:47]2[C:46]([OH:55])=[CH:45][C:54]3[CH2:53][CH2:52][CH2:51][CH2:50][C:49]=3[CH:48]=2)[C:24]1=[O:33])[CH3:19], predict the reactants needed to synthesize it. The reactants are: BrC1C=CC=C2C=1C(=O)C(=O)N2CCCCC.[CH2:18]([O:20][C:21](=[O:34])[CH2:22][N:23]1[C:31]2[C:26](=[CH:27][CH:28]=[CH:29][CH:30]=2)[C:25](=[O:32])[C:24]1=[O:33])[CH3:19].O1C2C=CC(O)=CC=2OC1.[CH:45]1[C:54]2[CH2:53][CH2:52][CH2:51][CH2:50][C:49]=2[CH:48]=[CH:47][C:46]=1[OH:55]. (3) Given the product [CH2:8]([N:15]1[CH2:20][CH2:19][O:18][CH:17]([C:21]([N:24]([CH3:26])[CH3:25])=[O:23])[CH2:16]1)[C:9]1[CH:14]=[CH:13][CH:12]=[CH:11][CH:10]=1, predict the reactants needed to synthesize it. The reactants are: C(Cl)(=O)C(Cl)=O.Cl.[CH2:8]([N:15]1[CH2:20][CH2:19][O:18][CH:17]([C:21]([OH:23])=O)[CH2:16]1)[C:9]1[CH:14]=[CH:13][CH:12]=[CH:11][CH:10]=1.[NH:24]([CH3:26])[CH3:25]. (4) Given the product [Cl:1][C:2]1[N:7]=[C:6]([NH:13][C:14]2[CH:23]=[CH:22][CH:21]=[CH:20][C:15]=2[C:16]([NH:18][CH3:19])=[O:17])[C:5]([C:9]([F:12])([F:11])[F:10])=[CH:4][N:3]=1, predict the reactants needed to synthesize it. The reactants are: [Cl:1][C:2]1[N:7]=[C:6](Cl)[C:5]([C:9]([F:12])([F:11])[F:10])=[CH:4][N:3]=1.[NH2:13][C:14]1[CH:23]=[CH:22][CH:21]=[CH:20][C:15]=1[C:16]([NH:18][CH3:19])=[O:17].C(=O)=O.[OH-].[K+]. (5) Given the product [CH3:13][N:14]1[C:18](=[O:19])[CH:17]=[CH:16][C:15]1=[O:20].[CH2:6]=[C:7]([CH3:9])[CH3:8], predict the reactants needed to synthesize it. The reactants are: C([O-])(=O)CCCC[CH2:6][C:7](C)([CH3:9])[CH3:8].[CH3:13][N:14]1[C:18](=[O:19])[CH:17]=[CH:16][C:15]1=[O:20].C=C(C)C. (6) Given the product [C:14]([NH:18][C:19]1[CH:24]=[C:23]([C:5]2[CH:6]=[CH:7][CH:8]=[C:3]([C:2]([F:13])([F:12])[F:1])[CH:4]=2)[N:22]=[C:21]([NH2:26])[N:20]=1)([CH3:17])([CH3:15])[CH3:16], predict the reactants needed to synthesize it. The reactants are: [F:1][C:2]([F:13])([F:12])[C:3]1[CH:4]=[C:5](B(O)O)[CH:6]=[CH:7][CH:8]=1.[C:14]([NH:18][C:19]1[CH:24]=[C:23](Cl)[N:22]=[C:21]([NH2:26])[N:20]=1)([CH3:17])([CH3:16])[CH3:15]. (7) Given the product [CH3:25][N:26]([CH3:31])[CH2:27][CH2:28][CH2:29][NH:30][C:22]([C:19]1[S:18][C:14]2[N:15]=[CH:16][N:17]=[C:12]([NH:11][C:10]3[C:5]([O:4][CH:1]([CH3:3])[CH3:2])=[N:6][CH:7]=[CH:8][CH:9]=3)[C:13]=2[C:20]=1[CH3:21])=[O:23], predict the reactants needed to synthesize it. The reactants are: [CH:1]([O:4][C:5]1[C:10]([NH:11][C:12]2[C:13]3[C:20]([CH3:21])=[C:19]([C:22](O)=[O:23])[S:18][C:14]=3[N:15]=[CH:16][N:17]=2)=[CH:9][CH:8]=[CH:7][N:6]=1)([CH3:3])[CH3:2].[CH3:25][N:26]([CH3:31])[CH2:27][CH2:28][CH2:29][NH2:30]. (8) Given the product [C:16]([O:20][C:21]([NH:23][C@H:24]([C:36]([O:38][CH2:39][C:40]1[CH:45]=[CH:44][CH:43]=[CH:42][CH:41]=1)=[O:37])[CH2:25][C:26]1[CH:27]=[C:28]([O:6][S:3]([C:2]([F:15])([F:14])[F:1])(=[O:5])=[O:4])[CH:29]=[CH:30][C:31]=1[N+:32]([O-:34])=[O:33])=[O:22])([CH3:19])([CH3:17])[CH3:18], predict the reactants needed to synthesize it. The reactants are: [F:1][C:2]([F:15])([F:14])[S:3]([O:6]S(C(F)(F)F)(=O)=O)(=[O:5])=[O:4].[C:16]([O:20][C:21]([NH:23][C@H:24]([C:36]([O:38][CH2:39][C:40]1[CH:45]=[CH:44][CH:43]=[CH:42][CH:41]=1)=[O:37])[CH2:25][C:26]1[C:31]([N+:32]([O-:34])=[O:33])=[CH:30][CH:29]=[C:28](O)[CH:27]=1)=[O:22])([CH3:19])([CH3:18])[CH3:17].C(N(CC)CC)C.CC(C)=O.C(=O)=O. (9) Given the product [CH:69]([N:55]([CH:52]([CH3:54])[CH3:53])[P:56]([O:57][CH2:58][CH2:59][C:60]#[N:61])[O:15][C@H:13]([CH3:14])[C@@H:12]([CH2:16][N:17]1[CH:22]=[C:21]([CH3:23])[C:20](=[O:24])[NH:19][C:18]1=[O:25])[CH2:11][O:10][C:9]([C:6]1[CH:5]=[CH:4][C:3]([O:2][CH3:1])=[CH:8][CH:7]=1)([C:32]1[CH:37]=[CH:36][C:35]([O:38][CH3:39])=[CH:34][CH:33]=1)[C:26]1[CH:27]=[CH:28][CH:29]=[CH:30][CH:31]=1)([CH3:71])[CH3:70], predict the reactants needed to synthesize it. The reactants are: [CH3:1][O:2][C:3]1[CH:8]=[CH:7][C:6]([C:9]([C:32]2[CH:37]=[CH:36][C:35]([O:38][CH3:39])=[CH:34][CH:33]=2)([C:26]2[CH:31]=[CH:30][CH:29]=[CH:28][CH:27]=2)[O:10][CH2:11][C@H:12]([CH2:16][N:17]2[CH:22]=[C:21]([CH3:23])[C:20](=[O:24])[NH:19][C:18]2=[O:25])[C@H:13]([OH:15])[CH3:14])=[CH:5][CH:4]=1.N1[C-]=NN=N1.C([NH2+]C(C)C)(C)C.[CH:52]([N:55]([CH:69]([CH3:71])[CH3:70])[P:56](N(C(C)C)C(C)C)[O:57][CH2:58][CH2:59][C:60]#[N:61])([CH3:54])[CH3:53]. (10) Given the product [C:26]1([N:25]([C:19]2[CH:20]=[CH:21][CH:22]=[CH:23][CH:24]=2)[C:2]2[S:6][C:5]3[C:7]4[CH:11]=[C:10]([N:25]([C:19]5[CH:20]=[CH:21][CH:22]=[CH:23][CH:24]=5)[C:26]5[CH:27]=[CH:28][CH:29]=[CH:30][CH:31]=5)[S:9][C:8]=4[C:13]4[CH:17]=[C:16]([N:25]([C:34]5[CH:32]=[CH:35][CH:49]=[CH:47][CH:50]=5)[C:19]5[CH:24]=[CH:23][CH:22]=[CH:21][CH:20]=5)[S:15][C:14]=4[C:4]=3[CH:3]=2)[CH:27]=[CH:28][CH:29]=[CH:30][CH:31]=1, predict the reactants needed to synthesize it. The reactants are: Br[C:2]1[S:6][C:5]2[C:7]3[CH:11]=[C:10](Br)[S:9][C:8]=3[C:13]3[CH:17]=[C:16](Br)[S:15][C:14]=3[C:4]=2[CH:3]=1.[C:19]1([NH:25][C:26]2[CH:31]=[CH:30][CH:29]=[CH:28][CH:27]=2)[CH:24]=[CH:23][CH:22]=[CH:21][CH:20]=1.[C:32](O[Na])([CH3:35])([CH3:34])C.C(P([C:47]([CH3:50])([CH3:49])C)C(C)(C)C)(C)(C)C.